Dataset: Forward reaction prediction with 1.9M reactions from USPTO patents (1976-2016). Task: Predict the product of the given reaction. (1) Given the reactants [F:1][C:2]1[CH:3]=[CH:4][CH2:5][CH:6]2[C:11]=1[N:10]1[CH2:12][CH2:13][CH2:14][CH:9]1[CH2:8][N:7]2[CH2:15][C:16]([NH2:18])=O.B.C1COCC1.CO, predict the reaction product. The product is: [F:1][C:2]1[CH:3]=[CH:4][CH2:5][CH:6]2[C:11]=1[N:10]1[CH2:12][CH2:13][CH2:14][CH:9]1[CH2:8][N:7]2[CH2:15][CH2:16][NH2:18]. (2) Given the reactants CCN=C=NCCCN(C)C.[Cl:12][C:13]([Cl:31])([Cl:30])[C:14]1[O:18][N:17]=[C:16]([CH:19]2[CH2:24][CH2:23][CH:22]([N:25]3[CH2:28][CH:27]([NH2:29])[CH2:26]3)[CH2:21][CH2:20]2)[N:15]=1.[F:32][C:33]([F:48])([F:47])[C:34]1[CH:35]=[C:36]([CH:44]=[CH:45][CH:46]=1)[C:37]([NH:39][CH2:40][C:41](O)=[O:42])=[O:38], predict the reaction product. The product is: [Cl:31][C:13]([Cl:30])([Cl:12])[C:14]1[O:18][N:17]=[C:16]([CH:19]2[CH2:24][CH2:23][CH:22]([N:25]3[CH2:28][CH:27]([NH:29][C:41]([CH2:40][NH:39][C:37](=[O:38])[C:36]4[CH:44]=[CH:45][CH:46]=[C:34]([C:33]([F:48])([F:32])[F:47])[CH:35]=4)=[O:42])[CH2:26]3)[CH2:21][CH2:20]2)[N:15]=1. (3) Given the reactants [F:1][C:2]1[CH:9]=[CH:8][CH:7]=[CH:6][C:3]=1[CH:4]=O.C1(P(C2C=CC=CC=2)(C2C=CC=CC=2)=[C:17]([CH2:23][CH3:24])[C:18]([O:20][CH2:21][CH3:22])=[O:19])C=CC=CC=1, predict the reaction product. The product is: [CH2:23](/[C:17](=[CH:4]\[C:3]1[CH:6]=[CH:7][CH:8]=[CH:9][C:2]=1[F:1])/[C:18]([O:20][CH2:21][CH3:22])=[O:19])[CH3:24]. (4) The product is: [C:1]([Si:5]([C:31]1[CH:32]=[CH:33][CH:34]=[CH:35][CH:36]=1)([C:37]1[CH:42]=[CH:41][CH:40]=[CH:39][CH:38]=1)[O:6][C:7]1[CH:8]=[C:9]([C:13]2[CH:25]([CH2:26][N:27]([CH3:29])[CH3:28])[CH2:24][CH2:23][C:15](=[O:16])[CH:14]=2)[CH:10]=[CH:11][CH:12]=1)([CH3:4])([CH3:2])[CH3:3]. Given the reactants [C:1]([Si:5]([C:37]1[CH:42]=[CH:41][CH:40]=[CH:39][CH:38]=1)([C:31]1[CH:36]=[CH:35][CH:34]=[CH:33][CH:32]=1)[O:6][C:7]1[CH:8]=[C:9]([C:13]2(O)[CH:25]([CH2:26][N:27]([CH3:29])[CH3:28])[CH2:24][CH2:23][C:15]3(OCC(C)(C)C[O:16]3)[CH2:14]2)[CH:10]=[CH:11][CH:12]=1)([CH3:4])([CH3:3])[CH3:2].Cl.O.[OH-].[Na+], predict the reaction product. (5) Given the reactants [F:1][C:2]1[CH:3]=[C:4]([CH:25]=[C:26]([F:28])[CH:27]=1)[CH2:5][C@H:6]1[C@@H:10]([CH:11]2[CH2:16][O:15][CH2:14][CH2:13][N:12]2C(OC(C)(C)C)=O)[O:9][C:8](=[O:24])[NH:7]1.F[C:30]1[CH:31]=[C:32]([CH:53]=[C:54](F)[CH:55]=1)[CH2:33][C@@H:34]([C@@H:38]([CH:40]1[CH2:45]OCCN1C(OC(C)(C)C)=O)O)[C:35](O)=O.[C:57]1(P(N=[N+]=[N-])(C2C=CC=CC=2)=O)C=CC=CC=1.C(N(CC)CC)C, predict the reaction product. The product is: [F:28][C:26]1[CH:25]=[C:4]([CH:3]=[C:2]([F:1])[CH:27]=1)[CH2:5][C@H:6]1[C@@H:10]([C@H:11]2[CH2:16][C@H:14]([OH:15])[CH2:13][N:12]2[CH:33]([C:32]2[CH:31]=[CH:30][CH:55]=[CH:54][CH:53]=2)[C:34]2[CH:35]=[CH:57][CH:45]=[CH:40][CH:38]=2)[O:9][C:8](=[O:24])[NH:7]1. (6) Given the reactants [CH2:1]([O:4][C:5]1[CH:18]=[CH:17][C:8]([CH2:9][C:10]2[CH:15]=[CH:14][CH:13]=[CH:12][C:11]=2[OH:16])=[CH:7][CH:6]=1)[CH:2]=[CH2:3].[C:19]([O:22][C@@H:23]1[C@@H:35]([O:36][C:37](=[O:39])[CH3:38])[C@H:34]([O:40][C:41](=[O:43])[CH3:42])[C@@H:33]([CH2:44][O:45][C:46](=[O:48])[CH3:47])[O:32][C@@H:24]1OC(=N)C(Cl)(Cl)Cl)(=[O:21])[CH3:20].C(=O)([O-])O.[Na+], predict the reaction product. The product is: [C:19]([O:22][C@@H:23]1[C@@H:35]([O:36][C:37](=[O:39])[CH3:38])[C@H:34]([O:40][C:41](=[O:43])[CH3:42])[C@@H:33]([CH2:44][O:45][C:46](=[O:48])[CH3:47])[O:32][C@H:24]1[O:16][C:11]1[CH:12]=[CH:13][CH:14]=[CH:15][C:10]=1[CH2:9][C:8]1[CH:17]=[CH:18][C:5]([O:4][CH2:1][CH:2]=[CH2:3])=[CH:6][CH:7]=1)(=[O:21])[CH3:20]. (7) Given the reactants [CH2:1]([C:4]1[NH:5][C:6]2[C:11]([CH:12]=1)=[C:10]([C:13]([F:16])([F:15])[F:14])[C:9]([C:17]#[N:18])=[CH:8][CH:7]=2)[CH2:2][CH3:3].Cl[CH2:20][C:21]1[O:25][N:24]=[C:23]([C:26]2[CH:31]=[CH:30][CH:29]=[CH:28][CH:27]=2)[CH:22]=1, predict the reaction product. The product is: [C:26]1([C:23]2[CH:22]=[C:21]([CH2:20][N:5]3[C:6]4[C:11](=[C:10]([C:13]([F:15])([F:16])[F:14])[C:9]([C:17]#[N:18])=[CH:8][CH:7]=4)[CH:12]=[C:4]3[CH2:1][CH2:2][CH3:3])[O:25][N:24]=2)[CH:27]=[CH:28][CH:29]=[CH:30][CH:31]=1. (8) Given the reactants [F:1][C:2]1[CH:7]=[CH:6][C:5]([C:8]#[C:9][C:10]2[N:14]3[CH:15]=[CH:16][CH:17]=[CH:18][C:13]3=[N:12][C:11]=2[CH2:19][O:20][C:21]2[CH:29]=[CH:28][CH:27]=[CH:26][C:22]=2[C:23](O)=[O:24])=[CH:4][CH:3]=1.C(Cl)(=O)C([Cl:33])=O, predict the reaction product. The product is: [F:1][C:2]1[CH:7]=[CH:6][C:5]([C:8]#[C:9][C:10]2[N:14]3[CH:15]=[CH:16][CH:17]=[CH:18][C:13]3=[N:12][C:11]=2[CH2:19][O:20][C:21]2[CH:29]=[CH:28][CH:27]=[CH:26][C:22]=2[C:23]([Cl:33])=[O:24])=[CH:4][CH:3]=1.